Dataset: NCI-60 drug combinations with 297,098 pairs across 59 cell lines. Task: Regression. Given two drug SMILES strings and cell line genomic features, predict the synergy score measuring deviation from expected non-interaction effect. (1) Drug 1: CCN(CC)CCNC(=O)C1=C(NC(=C1C)C=C2C3=C(C=CC(=C3)F)NC2=O)C. Drug 2: C(CN)CNCCSP(=O)(O)O. Cell line: SF-295. Synergy scores: CSS=-2.56, Synergy_ZIP=1.08, Synergy_Bliss=-1.75, Synergy_Loewe=-3.78, Synergy_HSA=-4.21. (2) Drug 1: CCCCC(=O)OCC(=O)C1(CC(C2=C(C1)C(=C3C(=C2O)C(=O)C4=C(C3=O)C=CC=C4OC)O)OC5CC(C(C(O5)C)O)NC(=O)C(F)(F)F)O. Drug 2: CS(=O)(=O)OCCCCOS(=O)(=O)C. Cell line: SK-MEL-28. Synergy scores: CSS=13.8, Synergy_ZIP=2.08, Synergy_Bliss=2.51, Synergy_Loewe=-15.4, Synergy_HSA=2.94.